This data is from Peptide-MHC class I binding affinity with 185,985 pairs from IEDB/IMGT. The task is: Regression. Given a peptide amino acid sequence and an MHC pseudo amino acid sequence, predict their binding affinity value. This is MHC class I binding data. (1) The peptide sequence is PVKTDIVNTT. The MHC is HLA-A68:02 with pseudo-sequence HLA-A68:02. The binding affinity (normalized) is 0.0991. (2) The peptide sequence is PYDCKELRL. The MHC is HLA-A30:01 with pseudo-sequence HLA-A30:01. The binding affinity (normalized) is 0.0847. (3) The peptide sequence is LILSCIFAFI. The MHC is HLA-B53:01 with pseudo-sequence HLA-B53:01. The binding affinity (normalized) is 0.305.